This data is from Forward reaction prediction with 1.9M reactions from USPTO patents (1976-2016). The task is: Predict the product of the given reaction. Given the reactants [Br:1][C:2]1[CH:10]=[C:9]([F:11])[CH:8]=[CH:7][C:3]=1[C:4](O)=[O:5].C(Cl)(=O)C([Cl:15])=O, predict the reaction product. The product is: [Br:1][C:2]1[CH:10]=[C:9]([F:11])[CH:8]=[CH:7][C:3]=1[C:4]([Cl:15])=[O:5].